Predict which catalyst facilitates the given reaction. From a dataset of Catalyst prediction with 721,799 reactions and 888 catalyst types from USPTO. (1) Reactant: [C:1](=[O:20])([O:8][C:9]1[C:14]([F:15])=[C:13]([F:16])[C:12]([F:17])=[C:11]([F:18])[C:10]=1[F:19])[O:2][CH2:3][CH2:4][CH2:5][CH2:6]Cl.[Na+].[I-:22]. Product: [C:1](=[O:20])([O:8][C:9]1[C:14]([F:15])=[C:13]([F:16])[C:12]([F:17])=[C:11]([F:18])[C:10]=1[F:19])[O:2][CH2:3][CH2:4][CH2:5][CH2:6][I:22]. The catalyst class is: 23. (2) Reactant: Cl[C:2]1[N:3]=[N:4][CH:5]=[C:6](Cl)[C:7]=1[Cl:8].Cl.[CH3:11][O:12][C:13]1[CH:18]=[CH:17][C:16]([O:19][CH3:20])=[CH:15][C:14]=1[CH:21]1[CH2:26][CH2:25][NH:24][CH2:23][CH2:22]1.C(=O)([O-])[O-].[K+].[K+].[NH2:33][NH2:34]. Product: [Cl:8][C:7]1[C:6]([N:24]2[CH2:23][CH2:22][CH:21]([C:14]3[CH:15]=[C:16]([O:19][CH3:20])[CH:17]=[CH:18][C:13]=3[O:12][CH3:11])[CH2:26][CH2:25]2)=[CH:5][N:4]=[N:3][C:2]=1[NH:33][NH2:34]. The catalyst class is: 872. (3) Reactant: C1(P(C2C=CC=CC=2)C2C=CC=CC=2)C=CC=CC=1.[Br:20]Br.C(N(CC)CC)C.O[CH2:30][CH2:31][C@H:32]([NH:49][C:50](=[O:56])[O:51][C:52]([CH3:55])([CH3:54])[CH3:53])[C:33]1[N:38]([C:39]2[CH:44]=[CH:43][CH:42]=[CH:41][CH:40]=2)[C:37](=[O:45])[C:36]2=[CH:46][CH:47]=[CH:48][N:35]2[N:34]=1. Product: [Br:20][CH2:30][CH2:31][C@H:32]([NH:49][C:50](=[O:56])[O:51][C:52]([CH3:55])([CH3:54])[CH3:53])[C:33]1[N:38]([C:39]2[CH:44]=[CH:43][CH:42]=[CH:41][CH:40]=2)[C:37](=[O:45])[C:36]2=[CH:46][CH:47]=[CH:48][N:35]2[N:34]=1. The catalyst class is: 46. (4) The catalyst class is: 5. Reactant: [F:1][C:2]1([F:28])[CH2:6][C@H:5](/[CH:7]=[CH:8]/[C:9](=[O:16])[CH:10]([CH3:15])[CH2:11][C:12]#[C:13][CH3:14])[N:4]([CH2:17][CH2:18][CH2:19][CH2:20][CH2:21][CH2:22][C:23]([O:25][CH3:26])=[O:24])[C:3]1=[O:27].O.O.O.O.O.O.O.[Cl-].[Ce+3].[Cl-].[Cl-].[BH4-].[Na+]. Product: [F:28][C:2]1([F:1])[CH2:6][C@H:5](/[CH:7]=[CH:8]/[CH:9]([OH:16])[CH:10]([CH3:15])[CH2:11][C:12]#[C:13][CH3:14])[N:4]([CH2:17][CH2:18][CH2:19][CH2:20][CH2:21][CH2:22][C:23]([O:25][CH3:26])=[O:24])[C:3]1=[O:27]. (5) Reactant: [CH3:1][C:2]1[CH:7]=[C:6]([CH3:8])[CH:5]=[C:4]([CH3:9])[C:3]=1[S:10]([O:13]/[N:14]=C(/OCC)\C)(=[O:12])=[O:11]. Product: [CH3:1][C:2]1[CH:7]=[C:6]([CH3:8])[CH:5]=[C:4]([CH3:9])[C:3]=1[S:10]([O:13][NH2:14])(=[O:11])=[O:12]. The catalyst class is: 38.